Dataset: Catalyst prediction with 721,799 reactions and 888 catalyst types from USPTO. Task: Predict which catalyst facilitates the given reaction. (1) Reactant: FC(F)(F)C(O)=[O:4].[F:8][CH:9]([F:43])[C:10]([NH:12][C@H:13]([CH2:41][F:42])[C@@H:14]([C:16]1[CH:21]=[CH:20][C:19]([C:22]2[CH:23]=[CH:24][C:25]([CH:28]([NH:30][C:31](=[O:40])[O:32][CH2:33][C:34]3[CH:39]=[CH:38][CH:37]=[CH:36][CH:35]=3)[CH3:29])=[N:26][CH:27]=2)=[CH:18][CH:17]=1)[OH:15])=[O:11].N1C=CC=CC=1.C1COCC1.[CH2:55]([O:62][P:63]([O:71][CH2:72][C:73]1[CH:78]=[CH:77][CH:76]=[CH:75][CH:74]=1)N(C(C)C)C(C)C)[C:56]1[CH:61]=[CH:60][CH:59]=[CH:58][CH:57]=1.OO.O.S(=O)(=O)(O)[O-].[Na+]. Product: [CH2:72]([O:71][P:63]([O:15][C@H:14]([C:16]1[CH:17]=[CH:18][C:19]([C:22]2[CH:23]=[CH:24][C:25]([CH:28]([NH:30][C:31](=[O:40])[O:32][CH2:33][C:34]3[CH:35]=[CH:36][CH:37]=[CH:38][CH:39]=3)[CH3:29])=[N:26][CH:27]=2)=[CH:20][CH:21]=1)[C@H:13]([NH:12][C:10](=[O:11])[CH:9]([F:8])[F:43])[CH2:41][F:42])([O:62][CH2:55][C:56]1[CH:57]=[CH:58][CH:59]=[CH:60][CH:61]=1)=[O:4])[C:73]1[CH:74]=[CH:75][CH:76]=[CH:77][CH:78]=1. The catalyst class is: 6. (2) Reactant: [NH2:1][C:2]1[N:6]([C:7]2[CH:12]=[CH:11][CH:10]=[CH:9][CH:8]=2)[N:5]=[C:4]([C:13]([NH:15][N:16](C)[C:17](OC(C)(C)C)=O)=[O:14])[C:3]=1[CH3:25].[ClH:26]. Product: [ClH:26].[ClH:26].[NH2:1][C:2]1[N:6]([C:7]2[CH:12]=[CH:11][CH:10]=[CH:9][CH:8]=2)[N:5]=[C:4]([C:13]([NH:15][NH:16][CH3:17])=[O:14])[C:3]=1[CH3:25]. The catalyst class is: 817.